This data is from Reaction yield outcomes from USPTO patents with 853,638 reactions. The task is: Predict the reaction yield, written as a fraction of the theoretical maximum amount of product (1.0 means a 100% yield; for example, 0.34 means a 34% yield). (1) The reactants are C([O:4][CH2:5][C:6]1[CH:7]=[C:8]2[C:13](=[C:14]([I:16])[CH:15]=1)[N:12]=[CH:11][C:10]([C:17]([O:19]CC)=O)=[C:9]2[OH:22])(=O)C.[Cl:23][C:24]1[CH:31]=[CH:30][C:27]([CH2:28][NH2:29])=[CH:26][CH:25]=1. The catalyst is CCOCC. The product is [Cl:23][C:24]1[CH:31]=[CH:30][C:27]([CH2:28][NH:29][C:17]([C:10]2[CH:11]=[N:12][C:13]3[C:8]([C:9]=2[OH:22])=[CH:7][C:6]([CH2:5][OH:4])=[CH:15][C:14]=3[I:16])=[O:19])=[CH:26][CH:25]=1. The yield is 0.730. (2) The reactants are [OH:1][C@@H:2]1[C@@H:6]([CH2:7][OH:8])[CH2:5][C@@H:4]([NH:9][C:10](=[O:16])[O:11][C:12]([CH3:15])([CH3:14])[CH3:13])[CH2:3]1.N1C=CN=C1.[Si:22](Cl)([C:25]([CH3:28])([CH3:27])[CH3:26])([CH3:24])[CH3:23]. The catalyst is CN(C=O)C.C(Cl)Cl. The product is [Si:22]([O:8][CH2:7][C@@H:6]1[C@@H:2]([OH:1])[CH2:3][C@H:4]([NH:9][C:10](=[O:16])[O:11][C:12]([CH3:13])([CH3:15])[CH3:14])[CH2:5]1)([C:25]([CH3:28])([CH3:27])[CH3:26])([CH3:24])[CH3:23]. The yield is 0.870. (3) The reactants are Br[CH2:2][C:3]([C:5]1[CH:14]=[CH:13][C:8]([C:9]([O:11][CH3:12])=[O:10])=[CH:7][CH:6]=1)=[O:4].[BH4-].[Na+].C([O-])([O-])=O.[K+].[K+].O. The catalyst is CO. The product is [O:4]1[CH2:2][CH:3]1[C:5]1[CH:14]=[CH:13][C:8]([C:9]([O:11][CH3:12])=[O:10])=[CH:7][CH:6]=1. The yield is 0.900. (4) The reactants are [C:1]([O:5][C:6]([N:8]1[CH2:12][CH2:11][CH2:10][C@H:9]1[CH2:13][N:14]1[C:18]2[N:19]=[CH:20][N:21]=[C:22]([NH2:23])[C:17]=2[C:16](I)=[CH:15]1)=[O:7])([CH3:4])([CH3:3])[CH3:2].[O:25]([C:32]1[CH:37]=[CH:36][C:35](B(O)O)=[CH:34][CH:33]=1)[C:26]1[CH:31]=[CH:30][CH:29]=[CH:28][CH:27]=1.C([O-])([O-])=O.[Na+].[Na+]. The catalyst is O1CCOCC1.O.C1C=CC([P]([Pd]([P](C2C=CC=CC=2)(C2C=CC=CC=2)C2C=CC=CC=2)([P](C2C=CC=CC=2)(C2C=CC=CC=2)C2C=CC=CC=2)[P](C2C=CC=CC=2)(C2C=CC=CC=2)C2C=CC=CC=2)(C2C=CC=CC=2)C2C=CC=CC=2)=CC=1. The product is [C:1]([O:5][C:6]([N:8]1[CH2:12][CH2:11][CH2:10][C@H:9]1[CH2:13][N:14]1[C:18]2[N:19]=[CH:20][N:21]=[C:22]([NH2:23])[C:17]=2[C:16]([C:35]2[CH:36]=[CH:37][C:32]([O:25][C:26]3[CH:31]=[CH:30][CH:29]=[CH:28][CH:27]=3)=[CH:33][CH:34]=2)=[CH:15]1)=[O:7])([CH3:4])([CH3:3])[CH3:2]. The yield is 0.910. (5) The product is [CH2:11]([NH:18][C:19]([C:21]1[S:25][C:24]([NH:26][C:9]([NH:8][C:5]2[CH:6]=[CH:7][C:2]([F:1])=[CH:3][CH:4]=2)=[O:10])=[N:23][C:22]=1[CH3:27])=[O:20])[C:12]1[CH:17]=[CH:16][CH:15]=[CH:14][CH:13]=1. No catalyst specified. The yield is 0.830. The reactants are [F:1][C:2]1[CH:7]=[CH:6][C:5]([N:8]=[C:9]=[O:10])=[CH:4][CH:3]=1.[CH2:11]([NH:18][C:19]([C:21]1[S:25][C:24]([NH2:26])=[N:23][C:22]=1[CH3:27])=[O:20])[C:12]1[CH:17]=[CH:16][CH:15]=[CH:14][CH:13]=1. (6) The reactants are [C:1]([C:3]1[CH:8]=[CH:7][CH:6]=[CH:5][C:4]=1[CH:9]=[CH:10][C:11]([NH:13][C@H:14]([C:24]([O:26]C)=[O:25])[CH2:15][C:16]1[CH:21]=[CH:20][C:19]([O:22][CH3:23])=[CH:18][CH:17]=1)=[O:12])#[N:2].[OH-].[Na+]. The catalyst is CO. The product is [C:1]([C:3]1[CH:8]=[CH:7][CH:6]=[CH:5][C:4]=1[CH:9]=[CH:10][C:11]([NH:13][C@H:14]([C:24]([OH:26])=[O:25])[CH2:15][C:16]1[CH:21]=[CH:20][C:19]([O:22][CH3:23])=[CH:18][CH:17]=1)=[O:12])#[N:2]. The yield is 0.890. (7) The reactants are [CH2:1]([NH:8][C:9](=[O:50])[C:10]1[C:15]([O:16]CC2C=CC=CC=2)=[CH:14][CH:13]=[C:12]([C:24]2[C:25]([N:44]([CH3:49])[S:45]([CH3:48])(=[O:47])=[O:46])=[CH:26][C:27]3[O:31][C:30]([C:32]4[CH:37]=[CH:36][C:35]([F:38])=[CH:34][CH:33]=4)=[C:29]([C:39](=[O:42])[NH:40][CH3:41])[C:28]=3[CH:43]=2)[N:11]=1)[C:2]1[CH:7]=[CH:6][CH:5]=[CH:4][CH:3]=1. The catalyst is CO.[Pd]. The product is [CH2:1]([NH:8][C:9](=[O:50])[C:10]1[C:15]([OH:16])=[CH:14][CH:13]=[C:12]([C:24]2[C:25]([N:44]([CH3:49])[S:45]([CH3:48])(=[O:47])=[O:46])=[CH:26][C:27]3[O:31][C:30]([C:32]4[CH:37]=[CH:36][C:35]([F:38])=[CH:34][CH:33]=4)=[C:29]([C:39](=[O:42])[NH:40][CH3:41])[C:28]=3[CH:43]=2)[N:11]=1)[C:2]1[CH:7]=[CH:6][CH:5]=[CH:4][CH:3]=1. The yield is 0.718. (8) The reactants are [CH3:1][O:2][C:3]1[CH:21]=[CH:20][C:6]([CH2:7][N:8]2[C:17]3[C:12](=[N:13][CH:14]=[C:15](Br)[CH:16]=3)[CH:11]=[CH:10][C:9]2=[O:19])=[CH:5][CH:4]=1.Cl.[NH:23]1[CH2:26][CH:25]([OH:27])[CH2:24]1.C([O-])([O-])=O.[Cs+].[Cs+]. The catalyst is C1C=CC(/C=C/C(/C=C/C2C=CC=CC=2)=O)=CC=1.C1C=CC(/C=C/C(/C=C/C2C=CC=CC=2)=O)=CC=1.C1C=CC(/C=C/C(/C=C/C2C=CC=CC=2)=O)=CC=1.[Pd].[Pd].CC1(C)C2C(=C(P(C3C=CC=CC=3)C3C=CC=CC=3)C=CC=2)OC2C(P(C3C=CC=CC=3)C3C=CC=CC=3)=CC=CC1=2. The product is [CH3:1][O:2][C:3]1[CH:21]=[CH:20][C:6]([CH2:7][N:8]2[C:17]3[C:12](=[N:13][CH:14]=[C:15]([N:23]4[CH2:26][CH:25]([OH:27])[CH2:24]4)[CH:16]=3)[CH:11]=[CH:10][C:9]2=[O:19])=[CH:5][CH:4]=1. The yield is 0.910.